Dataset: Forward reaction prediction with 1.9M reactions from USPTO patents (1976-2016). Task: Predict the product of the given reaction. (1) Given the reactants [F:1][C:2]1[CH:7]=[C:6]([CH2:8][N:9]2[C@@H:14]([CH3:15])[CH2:13][CH2:12][C@H:11]([C:16]3[CH:21]=[CH:20][CH:19]=[CH:18][CH:17]=3)[S:10]2(=[O:23])=[O:22])[C:5]([F:24])=[CH:4][C:3]=1[CH2:25][C:26]([O:28][C:29]([CH3:32])([CH3:31])[CH3:30])=[O:27].[H-].[Na+].Br[CH2:36][CH:37]1[CH2:40][O:39][CH2:38]1.[NH4+].[Cl-], predict the reaction product. The product is: [F:1][C:2]1[CH:7]=[C:6]([CH2:8][N:9]2[C@@H:14]([CH3:15])[CH2:13][CH2:12][C@H:11]([C:16]3[CH:21]=[CH:20][CH:19]=[CH:18][CH:17]=3)[S:10]2(=[O:22])=[O:23])[C:5]([F:24])=[CH:4][C:3]=1[CH:25]([CH2:36][CH:37]1[CH2:40][O:39][CH2:38]1)[C:26]([O:28][C:29]([CH3:31])([CH3:30])[CH3:32])=[O:27]. (2) Given the reactants [NH:1]1[CH2:12][CH2:11][NH:10][CH2:9][CH2:8][NH:7][CH2:6][CH2:5][NH:4][CH2:3][CH2:2]1.Br[CH2:14][C:15]([O:17][C:18]([CH3:21])([CH3:20])[CH3:19])=[O:16], predict the reaction product. The product is: [C:18]([O:17][C:15]([CH2:14][N:1]1[CH2:12][CH2:11][NH:10][CH2:9][CH2:8][N:7]([CH2:14][C:15]([O:17][C:18]([CH3:21])([CH3:20])[CH3:19])=[O:16])[CH2:6][CH2:5][N:4]([CH2:14][C:15]([O:17][C:18]([CH3:21])([CH3:20])[CH3:19])=[O:16])[CH2:3][CH2:2]1)=[O:16])([CH3:21])([CH3:20])[CH3:19]. (3) Given the reactants [CH:1]1([N:6]2[CH2:12][C:11]([F:14])([F:13])[C:10](=[O:15])[N:9]([CH3:16])[C:8]3[CH:17]=[N:18][C:19]([NH:21][C:22]4[C:30]([O:31][CH3:32])=[CH:29][C:25]([C:26]([OH:28])=O)=[C:24]([F:33])[CH:23]=4)=[N:20][C:7]2=3)[CH2:5][CH2:4][CH2:3][CH2:2]1.[NH2:34][CH:35]1[CH2:40][CH2:39][N:38]([C:41]([O:43]C(C)(C)C)=O)[CH2:37][CH2:36]1, predict the reaction product. The product is: [CH:1]1([N:6]2[CH2:12][C:11]([F:14])([F:13])[C:10](=[O:15])[N:9]([CH3:16])[C:8]3[CH:17]=[N:18][C:19]([NH:21][C:22]4[C:30]([O:31][CH3:32])=[CH:29][C:25]([C:26]([NH:34][CH:35]5[CH2:36][CH2:37][N:38]([C:41](=[O:43])[CH2:1][N:6]([CH3:12])[CH3:7])[CH2:39][CH2:40]5)=[O:28])=[C:24]([F:33])[CH:23]=4)=[N:20][C:7]2=3)[CH2:2][CH2:3][CH2:4][CH2:5]1. (4) Given the reactants Cl[C:2]1[CH:11]=[C:10]([NH:12][C@@H:13]([C:18]2[CH:23]=[CH:22][CH:21]=[CH:20][CH:19]=2)[C@H:14]([OH:17])[CH2:15][OH:16])[C:5]([C:6]([NH:8][CH3:9])=[O:7])=[CH:4][N:3]=1.C([O-])([O-])=O.[Cs+].[Cs+].[NH2:30][C:31]1[CH:38]=[CH:37][C:34]([C:35]#[N:36])=[CH:33][N:32]=1.CC1(C)C2C(=C(P(C3C=CC=CC=3)C3C=CC=CC=3)C=CC=2)OC2C(P(C3C=CC=CC=3)C3C=CC=CC=3)=CC=CC1=2, predict the reaction product. The product is: [C:35]([C:34]1[CH:37]=[CH:38][C:31]([NH:30][C:2]2[CH:11]=[C:10]([NH:12][C@@H:13]([C:18]3[CH:23]=[CH:22][CH:21]=[CH:20][CH:19]=3)[C@H:14]([OH:17])[CH2:15][OH:16])[C:5]([C:6]([NH:8][CH3:9])=[O:7])=[CH:4][N:3]=2)=[N:32][CH:33]=1)#[N:36]. (5) Given the reactants [C:1]([O:5][C:6](=[O:41])[CH2:7][CH2:8][S:9][CH2:10][C:11]1[CH:12]=[C:13]([CH:38]=[CH:39][CH:40]=1)[C:14]([NH:16][C:17]1[CH:22]=[CH:21][C:20]([N:23]2[CH2:28][CH2:27][CH2:26][CH2:25][CH2:24]2)=[CH:19][C:18]=1[C:29]1[CH:30]=[C:31]([CH:35]=[CH:36][N:37]=1)[C:32](O)=[O:33])=[O:15])([CH3:4])([CH3:3])[CH3:2].C(Cl)(=O)C([Cl:45])=O, predict the reaction product. The product is: [Cl:45][C:32]([C:31]1[CH:35]=[CH:36][N:37]=[C:29]([C:18]2[CH:19]=[C:20]([N:23]3[CH2:28][CH2:27][CH2:26][CH2:25][CH2:24]3)[CH:21]=[CH:22][C:17]=2[NH:16][C:14]([C:13]2[CH:12]=[C:11]([CH:40]=[CH:39][CH:38]=2)[CH2:10][S:9][CH2:8][CH2:7][C:6]([O:5][C:1]([CH3:4])([CH3:3])[CH3:2])=[O:41])=[O:15])[CH:30]=1)=[O:33]. (6) Given the reactants [NH:1]1[C:9]2[C:4](=[CH:5][CH:6]=[CH:7][CH:8]=2)[C:3]2([C:21]3[C:12](=[CH:13][C:14]4[O:19][CH2:18][CH2:17][O:16][C:15]=4[CH:20]=3)[O:11][CH2:10]2)[C:2]1=[O:22].N1C2C(=CC=CC=2)C2(COC3C=[C:37]4[C:41](=[CH:42][C:32]2=3)[CH2:40][CH2:39][O:38]4)C1=O.BrCC1CCOCC1.BrCC1CCCCO1, predict the reaction product. The product is: [O:38]1[CH2:39][CH2:40][CH:41]([CH2:37][N:1]2[C:9]3[C:4](=[CH:5][CH:6]=[CH:7][CH:8]=3)[C:3]3([C:21]4[C:12](=[CH:13][C:14]5[O:19][CH2:18][CH2:17][O:16][C:15]=5[CH:20]=4)[O:11][CH2:10]3)[C:2]2=[O:22])[CH2:42][CH2:32]1. (7) Given the reactants Cl[CH2:2][CH2:3][CH2:4][CH2:5][C:6]([C:8]1[O:9][C:10]2[CH:17]=[CH:16][C:15]([O:18][CH3:19])=[CH:14][C:11]=2[C:12]=1[CH3:13])=[O:7].CO.O1CCCC1.[CH3:27][S-:28].[Na+], predict the reaction product. The product is: [CH3:19][O:18][C:15]1[CH:16]=[CH:17][C:10]2[O:9][C:8]([C:6](=[O:7])[CH2:5][CH2:4][CH2:3][CH2:2][S:28][CH3:27])=[C:12]([CH3:13])[C:11]=2[CH:14]=1. (8) Given the reactants [F:1][C:2]1[C:10]([O:11][C:12]2[C:21]3[C:16](=[CH:17][C:18]([O:24][CH2:25][C:26]4([C:29]([O:31]C)=[O:30])[CH2:28][CH2:27]4)=[C:19]([O:22][CH3:23])[CH:20]=3)[N:15]=[CH:14][CH:13]=2)=[CH:9][CH:8]=[C:7]2[C:3]=1[CH:4]=[C:5]([CH3:33])[NH:6]2.[OH-].[Na+], predict the reaction product. The product is: [F:1][C:2]1[C:10]([O:11][C:12]2[C:21]3[C:16](=[CH:17][C:18]([O:24][CH2:25][C:26]4([C:29]([OH:31])=[O:30])[CH2:28][CH2:27]4)=[C:19]([O:22][CH3:23])[CH:20]=3)[N:15]=[CH:14][CH:13]=2)=[CH:9][CH:8]=[C:7]2[C:3]=1[CH:4]=[C:5]([CH3:33])[NH:6]2. (9) Given the reactants [BH4-].[Na+].[CH:3]([C:5]1[CH:14]=[CH:13][C:12]2[C:7](=[C:8]([C:19]#[N:20])[C:9]([O:15][CH2:16][O:17][CH3:18])=[CH:10][CH:11]=2)[N:6]=1)=[O:4], predict the reaction product. The product is: [OH:4][CH2:3][C:5]1[CH:14]=[CH:13][C:12]2[C:7](=[C:8]([C:19]#[N:20])[C:9]([O:15][CH2:16][O:17][CH3:18])=[CH:10][CH:11]=2)[N:6]=1. (10) Given the reactants [C:1]([O:4][CH2:5][C:6]1[CH:23]=[CH:22][C:21]([CH2:24][O:25][P:26]([O:32][CH2:33][CH:34]=[CH2:35])([O:28][CH2:29][CH:30]=[CH2:31])=[O:27])=[CH:20][C:7]=1[C:8]([O:10]CC1C=CC(OC)=CC=1)=[O:9])(=[O:3])[CH3:2].C1(OC)C=CC=CC=1.FC(F)(F)C(O)=O, predict the reaction product. The product is: [C:1]([O:4][CH2:5][C:6]1[CH:23]=[CH:22][C:21]([CH2:24][O:25][P:26]([O:32][CH2:33][CH:34]=[CH2:35])([O:28][CH2:29][CH:30]=[CH2:31])=[O:27])=[CH:20][C:7]=1[C:8]([OH:10])=[O:9])(=[O:3])[CH3:2].